This data is from Reaction yield outcomes from USPTO patents with 853,638 reactions. The task is: Predict the reaction yield, written as a fraction of the theoretical maximum amount of product (1.0 means a 100% yield; for example, 0.34 means a 34% yield). (1) The reactants are [C:1]([OH:10])(=[O:9])/[CH:2]=[CH:3]\[CH:4]=[CH:5]\[C:6]([OH:8])=[O:7].II. The catalyst is C1COCC1. The product is [C:1]([OH:10])(=[O:9])/[CH:2]=[CH:3]/[CH:4]=[CH:5]/[C:6]([OH:8])=[O:7]. The yield is 0.860. (2) The reactants are [CH3:1][O:2][C:3](=[O:14])[C:4]1[C:5](=[CH:7][C:8]([N+:11]([O-:13])=[O:12])=[CH:9][CH:10]=1)[NH2:6].C(N(CC)CC)C.[C:22]([C:26]1[CH:34]=[CH:33][C:29]([C:30](Cl)=[O:31])=[CH:28][CH:27]=1)([CH3:25])([CH3:24])[CH3:23]. The catalyst is C(Cl)Cl.[Cl-].[Na+].O. The product is [CH3:1][O:2][C:3](=[O:14])[C:4]1[CH:10]=[CH:9][C:8]([N+:11]([O-:13])=[O:12])=[CH:7][C:5]=1[NH:6][C:30](=[O:31])[C:29]1[CH:33]=[CH:34][C:26]([C:22]([CH3:24])([CH3:23])[CH3:25])=[CH:27][CH:28]=1. The yield is 0.860.